From a dataset of Reaction yield outcomes from USPTO patents with 853,638 reactions. Predict the reaction yield, written as a fraction of the theoretical maximum amount of product (1.0 means a 100% yield; for example, 0.34 means a 34% yield). (1) The reactants are [OH:1][C:2]1[CH:7]=[CH:6][N:5]=[CH:4][CH:3]=1.F[C:9]1[CH:14]=[CH:13][C:12]([N+:15]([O-:17])=[O:16])=[CH:11][CH:10]=1.C([O-])([O-])=O.[K+].[K+]. The product is [N:5]1[CH:6]=[CH:7][C:2]([O:1][C:9]2[CH:14]=[CH:13][C:12]([N+:15]([O-:17])=[O:16])=[CH:11][CH:10]=2)=[CH:3][CH:4]=1. The catalyst is CN(C=O)C.O. The yield is 0.900. (2) The reactants are [F:1][C:2]([F:19])([F:18])[C:3]([C:9]1[CH:14]=[CH:13][CH:12]=[C:11]([N+:15]([O-])=O)[CH:10]=1)([OH:8])[C:4]([F:7])([F:6])[F:5].C([O-])=O.[NH4+]. The catalyst is C(O)C.[Pd]. The product is [NH2:15][C:11]1[CH:10]=[C:9]([C:3]([OH:8])([C:2]([F:1])([F:18])[F:19])[C:4]([F:5])([F:6])[F:7])[CH:14]=[CH:13][CH:12]=1. The yield is 0.670. (3) The reactants are [Br:1][C:2]1[CH:7]=[CH:6][C:5]([C:8]([CH3:19])([CH3:18])[CH2:9][O:10][Si](C(C)(C)C)(C)C)=[CH:4][CH:3]=1.Cl.CO. The catalyst is CO. The product is [Br:1][C:2]1[CH:3]=[CH:4][C:5]([C:8]([CH3:19])([CH3:18])[CH2:9][OH:10])=[CH:6][CH:7]=1. The yield is 0.750. (4) The reactants are [F:1][C:2]1[CH:7]=[CH:6][C:5](B(O)O)=[CH:4][C:3]=1[O:11][CH3:12].I[C:14]1[C:22]2[C:17](=[N:18][CH:19]=[N:20][C:21]=2[NH2:23])[N:16]([CH:24]([CH3:26])[CH3:25])[N:15]=1.C([O-])([O-])=O.[Na+].[Na+]. The catalyst is CCO.COCCOC.C1C=CC([P]([Pd]([P](C2C=CC=CC=2)(C2C=CC=CC=2)C2C=CC=CC=2)([P](C2C=CC=CC=2)(C2C=CC=CC=2)C2C=CC=CC=2)[P](C2C=CC=CC=2)(C2C=CC=CC=2)C2C=CC=CC=2)(C2C=CC=CC=2)C2C=CC=CC=2)=CC=1. The product is [F:1][C:2]1[CH:7]=[CH:6][C:5]([C:14]2[C:22]3[C:17](=[N:18][CH:19]=[N:20][C:21]=3[NH2:23])[N:16]([CH:24]([CH3:26])[CH3:25])[N:15]=2)=[CH:4][C:3]=1[O:11][CH3:12]. The yield is 0.440. (5) The reactants are C([O:3][C:4]([C:6]1[C:7]([C:12]2[CH:17]=[CH:16][C:15]([Cl:18])=[CH:14][C:13]=2[F:19])=[N:8][O:9][C:10]=1[CH3:11])=O)C.C(OC(C1C(C2C=CC=CC=2F)=NOC=1C)=O)C. No catalyst specified. The product is [Cl:18][C:15]1[CH:16]=[CH:17][C:12]([C:7]2[C:6]([CH2:4][OH:3])=[C:10]([CH3:11])[O:9][N:8]=2)=[C:13]([F:19])[CH:14]=1. The yield is 0.430.